This data is from Catalyst prediction with 721,799 reactions and 888 catalyst types from USPTO. The task is: Predict which catalyst facilitates the given reaction. (1) Reactant: [NH2:1][CH2:2][CH2:3][C:4]1[CH:9]=[CH:8][C:7]([OH:10])=[CH:6][CH:5]=1.[C:11]([BH3-])#N.[Na+].[C:15](O)(=O)[CH3:16].[CH:19](=O)[CH2:20][CH3:21]. Product: [CH2:19]([N:1]([CH2:11][CH2:15][CH3:16])[CH2:2][CH2:3][C:4]1[CH:9]=[CH:8][C:7]([OH:10])=[CH:6][CH:5]=1)[CH2:20][CH3:21]. The catalyst class is: 5. (2) Reactant: [N:1]12[CH2:11]CCN=[C:7]1[CH2:6]CCC[CH2:2]2.Cl.[NH2:13][CH2:14][C:15]1[CH:23]=[CH:22][CH:21]=[C:20]2[C:16]=1[C:17](=[O:33])[N:18]([CH:25]1[CH2:30][CH2:29][C:28](=[O:31])[NH:27][C:26]1=[O:32])[C:19]2=[O:24].C(N=C=[O:39])(C)C. Product: [O:32]=[C:26]1[CH:25]([N:18]2[C:17](=[O:33])[C:16]3[C:20](=[CH:21][CH:22]=[CH:23][C:15]=3[CH2:14][NH:13][C:2]([N:1]([CH3:11])[CH2:7][CH3:6])=[O:39])[C:19]2=[O:24])[CH2:30][CH2:29][C:28](=[O:31])[NH:27]1. The catalyst class is: 23. (3) Reactant: CCN(C(C)C)C(C)C.C1C=CC2N(O)N=NC=2C=1.CCN=C=NCCCN(C)C.[C:31]1([C:37]2[NH:41][N:40]=[C:39]([C:42]([NH:44][CH2:45][C:46]([OH:48])=O)=[O:43])[CH:38]=2)[CH:36]=[CH:35][CH:34]=[CH:33][CH:32]=1.Cl.[CH3:50][O:51][C:52]([CH:54]1[CH2:59][N:58]([C:60](=[O:72])[C:61]2[CH:66]=[C:65]([F:67])[CH:64]=[CH:63][C:62]=2[C:68]([F:71])([F:70])[F:69])[CH2:57][CH2:56][NH:55]1)=[O:53]. Product: [CH3:50][O:51][C:52]([CH:54]1[CH2:59][N:58]([C:60](=[O:72])[C:61]2[CH:66]=[C:65]([F:67])[CH:64]=[CH:63][C:62]=2[C:68]([F:71])([F:70])[F:69])[CH2:57][CH2:56][N:55]1[C:46](=[O:48])[CH2:45][NH:44][C:42]([C:39]1[CH:38]=[C:37]([C:31]2[CH:32]=[CH:33][CH:34]=[CH:35][CH:36]=2)[NH:41][N:40]=1)=[O:43])=[O:53]. The catalyst class is: 18. (4) Reactant: [O:1]1[CH:3]([CH2:4][CH3:5])[CH2:2]1.[CH3:6][O:7][C:8]1[CH:9]=[C:10]([Mg]Br)[CH:11]=[CH:12][CH:13]=1. Product: [CH3:6][O:7][C:8]1[CH:9]=[C:10]([CH2:2][CH:3]([OH:1])[CH2:4][CH3:5])[CH:11]=[CH:12][CH:13]=1. The catalyst class is: 356.